This data is from Reaction yield outcomes from USPTO patents with 853,638 reactions. The task is: Predict the reaction yield, written as a fraction of the theoretical maximum amount of product (1.0 means a 100% yield; for example, 0.34 means a 34% yield). (1) The reactants are [F:1][C:2]1[C:11]2[CH:12]([CH2:14][NH:15][CH2:16][CH2:17][C@@H:18]3[O:22][C:21](=[O:23])[N:20]([C:24]4[CH:25]=[CH:26][C:27]5[S:32][CH2:31][C:30](=[O:33])[NH:29][C:28]=5[CH:34]=4)[CH2:19]3)[CH2:13][N:9]3[C:10]=2[C:5]([CH:6]=[CH:7][C:8]3=[O:35])=[CH:4][CH:3]=1.[Si:36]([O:43][CH2:44][CH:45]=O)([C:39]([CH3:42])([CH3:41])[CH3:40])([CH3:38])[CH3:37]. No catalyst specified. The product is [C:39]([Si:36]([CH3:38])([CH3:37])[O:43][CH2:44][CH2:45][N:15]([CH2:14][CH:12]1[C:11]2=[C:10]3[C:5](=[CH:4][CH:3]=[C:2]2[F:1])[CH:6]=[CH:7][C:8](=[O:35])[N:9]3[CH2:13]1)[CH2:16][CH2:17][C@@H:18]1[O:22][C:21](=[O:23])[N:20]([C:24]2[CH:25]=[CH:26][C:27]3[S:32][CH2:31][C:30](=[O:33])[NH:29][C:28]=3[CH:34]=2)[CH2:19]1)([CH3:42])([CH3:41])[CH3:40]. The yield is 0.590. (2) The reactants are [F:1][C:2]1[CH:7]=[CH:6][C:5](B(O)O)=[CH:4][C:3]=1[O:11][CH3:12].I[C:14]1[C:22]2[C:17](=[N:18][CH:19]=[N:20][C:21]=2[NH2:23])[N:16]([CH:24]([CH3:26])[CH3:25])[N:15]=1.C([O-])([O-])=O.[Na+].[Na+]. The catalyst is CCO.COCCOC.C1C=CC([P]([Pd]([P](C2C=CC=CC=2)(C2C=CC=CC=2)C2C=CC=CC=2)([P](C2C=CC=CC=2)(C2C=CC=CC=2)C2C=CC=CC=2)[P](C2C=CC=CC=2)(C2C=CC=CC=2)C2C=CC=CC=2)(C2C=CC=CC=2)C2C=CC=CC=2)=CC=1. The product is [F:1][C:2]1[CH:7]=[CH:6][C:5]([C:14]2[C:22]3[C:17](=[N:18][CH:19]=[N:20][C:21]=3[NH2:23])[N:16]([CH:24]([CH3:26])[CH3:25])[N:15]=2)=[CH:4][C:3]=1[O:11][CH3:12]. The yield is 0.440. (3) The reactants are [F:1][C:2]1[CH:21]=[C:20]([N+:22]([O-:24])=[O:23])[CH:19]=[CH:18][C:3]=1[O:4][C:5]1[C:14]2[C:9](=[CH:10][C:11]([OH:17])=[C:12]([O:15][CH3:16])[CH:13]=2)[N:8]=[CH:7][CH:6]=1.CC(N(C)C)=O.C(=O)([O-])[O-].[Cs+].[Cs+].[CH2:37]([O:44][C:45]([N:47]1[CH2:51][CH:50]2[CH2:52][CH:53]([CH2:55]OS(C)(=O)=O)[CH2:54][CH:49]2[CH2:48]1)=[O:46])[C:38]1[CH:43]=[CH:42][CH:41]=[CH:40][CH:39]=1. The catalyst is O. The product is [CH2:37]([O:44][C:45]([N:47]1[CH2:48][CH:49]2[CH2:54][CH:53]([CH2:55][O:17][C:11]3[CH:10]=[C:9]4[C:14]([C:5]([O:4][C:3]5[CH:18]=[CH:19][C:20]([N+:22]([O-:24])=[O:23])=[CH:21][C:2]=5[F:1])=[CH:6][CH:7]=[N:8]4)=[CH:13][C:12]=3[O:15][CH3:16])[CH2:52][CH:50]2[CH2:51]1)=[O:46])[C:38]1[CH:39]=[CH:40][CH:41]=[CH:42][CH:43]=1. The yield is 0.940.